This data is from Full USPTO retrosynthesis dataset with 1.9M reactions from patents (1976-2016). The task is: Predict the reactants needed to synthesize the given product. (1) Given the product [F:1][C:2]([F:25])([F:26])[C:3]1[CH:20]=[C:19]([C:21]([F:24])([F:23])[F:22])[CH:18]=[CH:17][C:4]=1[CH2:5][O:6][C:7]1[CH:14]=[CH:13][C:10]([CH:11]=[C:33]2[S:27][C:28](=[S:29])[NH:30][C:31]2=[O:32])=[CH:9][C:8]=1[O:15][CH3:16], predict the reactants needed to synthesize it. The reactants are: [F:1][C:2]([F:26])([F:25])[C:3]1[CH:20]=[C:19]([C:21]([F:24])([F:23])[F:22])[CH:18]=[CH:17][C:4]=1[CH2:5][O:6][C:7]1[CH:14]=[CH:13][C:10]([CH:11]=O)=[CH:9][C:8]=1[O:15][CH3:16].[S:27]1[CH2:33][C:31](=[O:32])[NH:30][C:28]1=[S:29].CCO. (2) Given the product [Cl:1][C:2]1[CH:9]=[C:8]([CH:7]=[C:6]([Cl:12])[C:3]=1[CH:4]=[O:5])[CH2:10][O:11][CH2:16][C:17]([O:19][CH2:20][CH3:21])=[O:18], predict the reactants needed to synthesize it. The reactants are: [Cl:1][C:2]1[CH:9]=[C:8]([CH2:10][OH:11])[CH:7]=[C:6]([Cl:12])[C:3]=1[CH:4]=[O:5].[H-].[Na+].Br[CH2:16][C:17]([O:19][CH2:20][CH3:21])=[O:18]. (3) The reactants are: [CH2:1]([OH:5])[CH:2](O)[CH3:3].CC(O)[CH2:8][O:9][CH:10]([CH2:12][OH:13])C.CC(O)COC(COC(CO)C)C. Given the product [CH:1](=[O:5])[CH2:2][CH3:3].[O:13]1[CH2:12][CH2:10][O:9][CH2:8]1, predict the reactants needed to synthesize it. (4) Given the product [Cl:19][C:20]1[CH:28]=[CH:27][C:23]2[C:24](=[O:25])[N:2]=[C:1]([C:3]3[CH:8]=[C:7]([CH2:9][CH2:10][P:11](=[O:18])([O:12][CH2:13][CH3:14])[O:15][CH2:16][CH3:17])[CH:6]=[CH:5][N:4]=3)[S:29][C:22]=2[CH:21]=1, predict the reactants needed to synthesize it. The reactants are: [C:1]([C:3]1[CH:8]=[C:7]([CH2:9][CH2:10][P:11](=[O:18])([O:15][CH2:16][CH3:17])[O:12][CH2:13][CH3:14])[CH:6]=[CH:5][N:4]=1)#[N:2].[Cl:19][C:20]1[CH:21]=[C:22]([SH:29])[C:23](=[CH:27][CH:28]=1)[C:24](O)=[O:25]. (5) The reactants are: Cl.[C:2]([NH:6][NH2:7])([CH3:5])([CH3:4])[CH3:3].Cl.[F:9][C:10]([F:20])([F:19])[C:11](=O)[CH2:12][C:13](OCC)=[O:14]. Given the product [C:2]([N:6]1[C:13]([OH:14])=[CH:12][C:11]([C:10]([F:20])([F:19])[F:9])=[N:7]1)([CH3:5])([CH3:4])[CH3:3], predict the reactants needed to synthesize it. (6) Given the product [CH3:17][C:2]1[CH:3]=[C:4]([C:6]2[CH:16]=[CH:15][C:9]3[O:10][CH2:11][C:12](=[O:14])[NH:13][C:8]=3[CH:7]=2)[N:27]([C:24]2[CH:25]=[CH:26][C:21]([N+:18]([O-:20])=[O:19])=[CH:22][CH:23]=2)[N:28]=1, predict the reactants needed to synthesize it. The reactants are: O[C:2]([CH3:17])=[CH:3][C:4]([C:6]1[CH:16]=[CH:15][C:9]2[O:10][CH2:11][C:12](=[O:14])[NH:13][C:8]=2[CH:7]=1)=O.[N+:18]([C:21]1[CH:26]=[CH:25][C:24]([NH:27][NH2:28])=[CH:23][CH:22]=1)([O-:20])=[O:19]. (7) Given the product [F:44][C:39]1[CH:38]=[CH:37][C:36]([NH:35][C:30]([C:28]2[CH:27]=[CH:26][CH:25]=[C:24]([C:23]([F:34])([F:33])[F:22])[N:29]=2)=[O:31])=[CH:41][C:40]=1[CH:42]=[O:43], predict the reactants needed to synthesize it. The reactants are: O1CCOC1C1C=C(NC(=O)C2C=C(C)C=NC=2)C=CC=1.[F:22][C:23]([F:34])([F:33])[C:24]1[N:29]=[C:28]([C:30](Cl)=[O:31])[CH:27]=[CH:26][CH:25]=1.[NH2:35][C:36]1[CH:37]=[CH:38][C:39]([F:44])=[C:40]([CH2:42][OH:43])[CH:41]=1. (8) Given the product [F:50][C:47]1[CH:48]=[CH:49][C:44]([CH2:43][O:42][C:33]2[CH:34]=[CH:35][C:36]([C:38]([F:41])([F:40])[F:39])=[CH:37][C:32]=2[C:27]2[CH:28]=[CH:29][CH:30]=[CH:31][C:26]=2[B:14]([OH:16])[OH:15])=[CH:45][CH:46]=1, predict the reactants needed to synthesize it. The reactants are: ClC1C=CC(OCC2C=CC=CC=2)=C(C2C=CC=CC=2[B:14]([OH:16])[OH:15])C=1.Br[C:26]1[CH:31]=[CH:30][CH:29]=[CH:28][C:27]=1[C:32]1[CH:37]=[C:36]([C:38]([F:41])([F:40])[F:39])[CH:35]=[CH:34][C:33]=1[O:42][CH2:43][C:44]1[CH:49]=[CH:48][C:47]([F:50])=[CH:46][CH:45]=1. (9) Given the product [CH3:55][O:54][C:51]1[CH:50]=[CH:49][C:48]([CH2:47][N:22]([CH2:21][C:20]2[CH:19]=[CH:18][C:17]([O:16][CH3:15])=[CH:57][CH:56]=2)[C:23]2[N:28]=[C:27]([CH3:29])[N:26]=[C:25]([C:30]3[CH:37]=[C:34]([CH:35]([OH:36])[C:9]4[CH:10]=[CH:11][C:6]([S:3]([N:2]([CH3:14])[CH3:1])(=[O:5])=[O:4])=[CH:7][CH:8]=4)[CH:33]=[N:32][C:31]=3[NH:38][C:39]3[CH:40]=[N:41][C:42]([O:45][CH3:46])=[CH:43][CH:44]=3)[N:24]=2)=[CH:53][CH:52]=1, predict the reactants needed to synthesize it. The reactants are: [CH3:1][N:2]([CH3:14])[S:3]([C:6]1[CH:11]=[CH:10][C:9]([Mg]Br)=[CH:8][CH:7]=1)(=[O:5])=[O:4].[CH3:15][O:16][C:17]1[CH:57]=[CH:56][C:20]([CH2:21][N:22]([CH2:47][C:48]2[CH:53]=[CH:52][C:51]([O:54][CH3:55])=[CH:50][CH:49]=2)[C:23]2[N:28]=[C:27]([CH3:29])[N:26]=[C:25]([C:30]3[C:31]([NH:38][C:39]4[CH:40]=[N:41][C:42]([O:45][CH3:46])=[CH:43][CH:44]=4)=[N:32][CH:33]=[C:34]([CH:37]=3)[CH:35]=[O:36])[N:24]=2)=[CH:19][CH:18]=1.